This data is from Merck oncology drug combination screen with 23,052 pairs across 39 cell lines. The task is: Regression. Given two drug SMILES strings and cell line genomic features, predict the synergy score measuring deviation from expected non-interaction effect. (1) Drug 2: O=C(O)C1(Cc2cccc(Nc3nccs3)n2)CCC(Oc2cccc(Cl)c2F)CC1. Synergy scores: synergy=1.62. Cell line: A2780. Drug 1: O=C(CCCCCCC(=O)Nc1ccccc1)NO. (2) Drug 1: CN1C(=O)C=CC2(C)C3CCC4(C)C(NC(=O)OCC(F)(F)F)CCC4C3CCC12. Drug 2: CN(Cc1cnc2nc(N)nc(N)c2n1)c1ccc(C(=O)NC(CCC(=O)O)C(=O)O)cc1. Cell line: NCIH23. Synergy scores: synergy=-12.5. (3) Drug 1: CS(=O)(=O)CCNCc1ccc(-c2ccc3ncnc(Nc4ccc(OCc5cccc(F)c5)c(Cl)c4)c3c2)o1. Drug 2: COC1=C2CC(C)CC(OC)C(O)C(C)C=C(C)C(OC(N)=O)C(OC)C=CC=C(C)C(=O)NC(=CC1=O)C2=O. Cell line: SKMES1. Synergy scores: synergy=29.1.